This data is from Forward reaction prediction with 1.9M reactions from USPTO patents (1976-2016). The task is: Predict the product of the given reaction. (1) Given the reactants [NH2:1][C:2]1[CH:7]=[CH:6][CH:5]=[CH:4][C:3]=1[S:8]([NH2:11])(=[O:10])=[O:9].[CH:12](=O)[C:13]1[CH:18]=[CH:17][CH:16]=[CH:15][CH:14]=1, predict the reaction product. The product is: [C:13]1([CH:12]2[NH:1][C:2]3[CH:7]=[CH:6][CH:5]=[CH:4][C:3]=3[S:8](=[O:9])(=[O:10])[NH:11]2)[CH:18]=[CH:17][CH:16]=[CH:15][CH:14]=1. (2) The product is: [CH3:22][O:21][C:15]1[CH:14]=[C:13]([S:10]([N:9]([CH2:1][CH2:2][CH2:3][CH2:4][CH2:5][CH2:6][CH2:7][CH3:8])[C:25](=[O:32])[C:26]2[CH:31]=[CH:30][CH:29]=[CH:28][CH:27]=2)(=[O:12])=[O:11])[CH:18]=[CH:17][C:16]=1[O:19][CH3:20]. Given the reactants [CH2:1]([NH:9][S:10]([C:13]1[CH:18]=[CH:17][C:16]([O:19][CH3:20])=[C:15]([O:21][CH3:22])[CH:14]=1)(=[O:12])=[O:11])[CH2:2][CH2:3][CH2:4][CH2:5][CH2:6][CH2:7][CH3:8].[H-].[Na+].[C:25](Cl)(=[O:32])[C:26]1[CH:31]=[CH:30][CH:29]=[CH:28][CH:27]=1, predict the reaction product. (3) Given the reactants C(Cl)CCl.[C:5]([NH:12][C@H:13]([C:15]([OH:17])=[O:16])[CH3:14])([O:7][C:8]([CH3:11])([CH3:10])[CH3:9])=[O:6].[CH3:18][O:19][CH2:20][C@H:21](O)[CH3:22], predict the reaction product. The product is: [C:8]([O:7][C:5]([NH:12][C@H:13]([CH3:14])[C:15]([O:17][C@@H:21]([CH3:22])[CH2:20][O:19][CH3:18])=[O:16])=[O:6])([CH3:11])([CH3:9])[CH3:10]. (4) Given the reactants BrC1C=C(C=CC=1)[CH:5]=[C:6]1[C:12]2[CH:13]=[CH:14][CH:15]=[CH:16][C:11]=2[CH2:10][CH2:9][C:8]2[CH:17]=[CH:18][CH:19]=[CH:20][C:7]1=2.[CH:24]1[CH:25]=[CH:26][C:27](P([C:24]2[C:29]([C:24]3[C:29](P([C:24]4[CH:29]=[CH:28][CH:27]=[CH:26][CH:25]=4)[C:24]4[CH:29]=[CH:28][CH:27]=[CH:26][CH:25]=4)=[CH:28][CH:27]=[C:26]4[C:25]=3C=CC=C4)=[C:28]3[C:27](C=CC=C3)=[CH:26][CH:25]=2)[C:24]2[CH:29]=[CH:28][CH:27]=[CH:26][CH:25]=2)=[CH:28][CH:29]=1.CC(C)([O-])C.[Na+].C(=[NH:89])(C1C=CC=CC=1)C1C=CC=CC=1, predict the reaction product. The product is: [CH:16]1[C:11]2[CH2:10][CH2:9][C:8]3[CH:7]=[CH:20][CH:19]=[CH:18][C:17]=3[C:6](=[CH:5][C:25]3[CH:26]=[C:27]([NH2:89])[CH:28]=[CH:29][CH:24]=3)[C:12]=2[CH:13]=[CH:14][CH:15]=1. (5) Given the reactants C[O:2][C:3](=[O:30])[C:4]1[CH:9]=[CH:8][N:7]=[CH:6][C:5]=1[C:10](=[O:29])[NH:11][C:12]1[S:20][C:15]2[CH2:16][O:17][CH2:18][CH2:19][C:14]=2[C:13]=1[C:21]1[O:25][N:24]=[C:23]([CH:26]2[CH2:28][CH2:27]2)[N:22]=1.O.[Li+].[OH-], predict the reaction product. The product is: [CH:26]1([C:23]2[N:22]=[C:21]([C:13]3[C:14]4[CH2:19][CH2:18][O:17][CH2:16][C:15]=4[S:20][C:12]=3[NH:11][C:10]([C:5]3[CH:6]=[N:7][CH:8]=[CH:9][C:4]=3[C:3]([OH:30])=[O:2])=[O:29])[O:25][N:24]=2)[CH2:28][CH2:27]1. (6) Given the reactants [CH3:1][S:2]([C:5]1[CH:10]=[CH:9][CH:8]=[CH:7][C:6]=1[S:11](Cl)(=[O:13])=[O:12])(=[O:4])=[O:3].[H-].[Na+].[CH3:17][CH:18]([CH3:30])[C:19]([O:21][NH:22][C:23]([O:25][C:26]([CH3:29])([CH3:28])[CH3:27])=[O:24])=[O:20], predict the reaction product. The product is: [C:26]([O:25][C:23](=[O:24])[N:22]([O:21][C:19](=[O:20])[CH:18]([CH3:17])[CH3:30])[S:11]([C:6]1[CH:7]=[CH:8][CH:9]=[CH:10][C:5]=1[S:2]([CH3:1])(=[O:4])=[O:3])(=[O:13])=[O:12])([CH3:28])([CH3:27])[CH3:29]. (7) Given the reactants [Si:1]([O:8][CH2:9][C@@H:10]1[C@@H:15]([O:16][Si:17]([C:20]([CH3:23])([CH3:22])[CH3:21])([CH3:19])[CH3:18])[CH2:14][C:13](=[O:24])[CH:12]=[CH:11]1)([C:4]([CH3:7])([CH3:6])[CH3:5])([CH3:3])[CH3:2].[BH4-].[Na+], predict the reaction product. The product is: [Si:17]([O:16][C@H:15]1[CH2:14][C@@H:13]([OH:24])[CH:12]=[CH:11][C@@H:10]1[CH2:9][O:8][Si:1]([C:4]([CH3:7])([CH3:6])[CH3:5])([CH3:2])[CH3:3])([C:20]([CH3:23])([CH3:22])[CH3:21])([CH3:19])[CH3:18]. (8) Given the reactants [H-].[Na+].[OH:3][CH2:4][C:5]1[CH:6]=[C:7]([CH:11]=[C:12]([S:14]([F:19])([F:18])([F:17])([F:16])[F:15])[CH:13]=1)[C:8]([OH:10])=[O:9].I[CH3:21].Cl, predict the reaction product. The product is: [CH3:21][O:3][CH2:4][C:5]1[CH:6]=[C:7]([CH:11]=[C:12]([S:14]([F:19])([F:15])([F:16])([F:17])[F:18])[CH:13]=1)[C:8]([OH:10])=[O:9]. (9) Given the reactants [C:1]1(=[O:5])[O:4][CH2:3][CH2:2]1.C([N-]C(C)C)(C)C.[Li+].Br[CH2:15][CH2:16][CH2:17][CH2:18][CH2:19][CH2:20][CH2:21][CH2:22][CH:23]=[CH2:24].[Cl-].[NH4+], predict the reaction product. The product is: [CH2:24]([CH:2]1[CH2:3][O:4][C:1]1=[O:5])[CH2:23][CH2:22][CH2:21][CH2:20][CH2:19][CH2:18][CH2:17][CH:16]=[CH2:15]. (10) The product is: [NH2:9][C:3]1[C:2]([OH:1])=[CH:7][CH:6]=[C:5]([CH3:8])[N:4]=1. Given the reactants [OH:1][C:2]1[C:3]([N+:9]([O-])=O)=[N:4][C:5]([CH3:8])=[CH:6][CH:7]=1.O.O.[SH-].[Na+], predict the reaction product.